This data is from Reaction yield outcomes from USPTO patents with 853,638 reactions. The task is: Predict the reaction yield, written as a fraction of the theoretical maximum amount of product (1.0 means a 100% yield; for example, 0.34 means a 34% yield). (1) The reactants are [NH:1]1[CH:5]=[C:4]([C:6]([O:8][CH2:9][CH3:10])=[O:7])[CH:3]=[N:2]1.C([O-])([O-])=O.[K+].[K+].[CH3:17][O:18][C:19]1[CH:24]=[CH:23][C:22]([CH2:25]Cl)=[CH:21][CH:20]=1. The catalyst is CC#N. The product is [CH3:17][O:18][C:19]1[CH:24]=[CH:23][C:22]([CH2:25][N:1]2[CH:5]=[C:4]([C:6]([O:8][CH2:9][CH3:10])=[O:7])[CH:3]=[N:2]2)=[CH:21][CH:20]=1. The yield is 0.990. (2) The reactants are [Br:1][C:2]1[CH:7]=[C:6]([C:8]([CH3:11])([CH3:10])[CH3:9])[C:5]([OH:12])=[C:4]([C:13]([CH3:16])([CH3:15])[CH3:14])[CH:3]=1.[C:17](=O)([O-])[O-].[K+].[K+].S(OC)(OC)(=O)=O. The catalyst is CC(C)=O. The product is [Br:1][C:2]1[CH:3]=[C:4]([C:13]([CH3:16])([CH3:15])[CH3:14])[C:5]([O:12][CH3:17])=[C:6]([C:8]([CH3:9])([CH3:10])[CH3:11])[CH:7]=1. The yield is 0.952. (3) The reactants are Br[C:2]1[CH:7]=[CH:6][C:5](/[CH:8]=[CH:9]/[C:10]2[NH:11][CH:12]=[C:13]([C:15]3[CH:20]=[CH:19][C:18]([Cl:21])=[CH:17][C:16]=3[Cl:22])[N:14]=2)=[CH:4][CH:3]=1.[CH3:23][O:24][C:25]1[C:30]([CH3:31])=[CH:29][C:28](B(O)O)=[CH:27][C:26]=1[CH3:35]. No catalyst specified. The product is [Cl:22][C:16]1[CH:17]=[C:18]([Cl:21])[CH:19]=[CH:20][C:15]=1[C:13]1[N:14]=[C:10](/[CH:9]=[CH:8]/[C:5]2[CH:6]=[CH:7][C:2]([C:28]3[CH:29]=[C:30]([CH3:31])[C:25]([O:24][CH3:23])=[C:26]([CH3:35])[CH:27]=3)=[CH:3][CH:4]=2)[NH:11][CH:12]=1. The yield is 0.630. (4) The reactants are [CH2:1]([NH:11][CH2:12][CH2:13][OH:14])[CH2:2][CH2:3][CH2:4][CH2:5][CH2:6][CH2:7][CH2:8][CH2:9][CH3:10].CCN(CC)CC.[CH3:22][C:23]([O:26][C:27](O[C:27]([O:26][C:23]([CH3:25])([CH3:24])[CH3:22])=[O:28])=[O:28])([CH3:25])[CH3:24]. The catalyst is C(Cl)Cl. The product is [CH2:1]([N:11]([CH2:12][CH2:13][OH:14])[C:27](=[O:28])[O:26][C:23]([CH3:25])([CH3:24])[CH3:22])[CH2:2][CH2:3][CH2:4][CH2:5][CH2:6][CH2:7][CH2:8][CH2:9][CH3:10]. The yield is 0.900. (5) The reactants are [CH3:1][O:2][C:3](=[O:20])[CH2:4][CH2:5][CH2:6][CH2:7][CH2:8][CH2:9][CH2:10][CH2:11][CH2:12][CH2:13][CH2:14][CH2:15][CH2:16][CH2:17][CH2:18]Br.[C:21]([C:23]1[CH:28]=[CH:27][C:26]([C:29]2[CH:34]=[CH:33][C:32]([OH:35])=[CH:31][CH:30]=2)=[CH:25][CH:24]=1)#[N:22].C([O-])([O-])=O.[K+].[K+].C([O-])(O)=O.[Na+]. The catalyst is CC#N. The product is [CH3:1][O:2][C:3](=[O:20])[CH:4]([O:35][C:32]1[CH:31]=[CH:30][C:29]([C:26]2[CH:27]=[CH:28][C:23]([C:21]#[N:22])=[CH:24][CH:25]=2)=[CH:34][CH:33]=1)[CH2:5][CH2:6][CH2:7][CH2:8][CH2:9][CH2:10][CH2:11][CH2:12][CH2:13][CH2:14][CH2:15][CH2:16][CH2:17][CH3:18]. The yield is 0.840. (6) The reactants are [CH3:1][CH2:2][N:3]([CH2:6][C:7]#[C:8][CH2:9][O:10][C:11]([C:13]([OH:26])([CH:20]1[CH2:25][CH2:24][CH2:23][CH2:22][CH2:21]1)[C:14]1[CH:15]=[CH:16][CH:17]=[CH:18][CH:19]=1)=[O:12])[CH2:4][CH3:5].Cl. The catalyst is O. The product is [CH3:1][CH2:2][N:3]([CH2:6][C:7]#[C:8][CH2:9][O:10][C:11]([C:13]([OH:26])([CH:20]1[CH2:21][CH2:22][CH2:23][CH2:24][CH2:25]1)[C:14]1[CH:15]=[CH:16][CH:17]=[CH:18][CH:19]=1)=[O:12])[CH2:4][CH3:5]. The yield is 0.0100. (7) The reactants are [F:1][C:2]1[CH:3]=[C:4]2[C:9]3=[C:10]([O:13][CH2:14][C:15]([CH3:17])([CH3:16])[N:8]3[CH:7]=[C:6]([C:18]([OH:20])=[O:19])[C:5]2=[O:21])[C:11]=1[F:12].[N+:22]([O-])([O-:24])=[O:23].[K+]. The catalyst is OS(O)(=O)=O. The product is [F:1][C:2]1[C:3]([N+:22]([O-:24])=[O:23])=[C:4]2[C:9]3=[C:10]([O:13][CH2:14][C:15]([CH3:17])([CH3:16])[N:8]3[CH:7]=[C:6]([C:18]([OH:20])=[O:19])[C:5]2=[O:21])[C:11]=1[F:12]. The yield is 0.870. (8) The reactants are [OH:1][C@@H:2]1[CH2:6][CH2:5][N:4]([C:7]([O:9][C:10]([CH3:13])([CH3:12])[CH3:11])=[O:8])[CH2:3]1.C(N(CC)CC)C.[CH3:21][S:22](Cl)(=[O:24])=[O:23]. The catalyst is C1(C)C=CC=CC=1. The product is [CH3:21][S:22]([O:1][C@@H:2]1[CH2:6][CH2:5][N:4]([C:7]([O:9][C:10]([CH3:13])([CH3:12])[CH3:11])=[O:8])[CH2:3]1)(=[O:24])=[O:23]. The yield is 0.920. (9) The reactants are C([N:4]1[CH2:9][CH2:8][C:7]2([CH2:14][CH2:13][C:12]([C:20]3[CH:25]=[CH:24][CH:23]=[CH:22][CH:21]=3)([N:15]3[CH2:19][CH2:18][CH2:17][CH2:16]3)[CH2:11][CH2:10]2)[CH2:6][CH2:5]1)C=C.CN(C)C1(C2C=CC=CC=2)CCC2(CCNCC2)CC1. No catalyst specified. The product is [C:20]1([C:12]2([N:15]3[CH2:16][CH2:17][CH2:18][CH2:19]3)[CH2:11][CH2:10][C:7]3([CH2:6][CH2:5][NH:4][CH2:9][CH2:8]3)[CH2:14][CH2:13]2)[CH:25]=[CH:24][CH:23]=[CH:22][CH:21]=1. The yield is 0.900.